From a dataset of Forward reaction prediction with 1.9M reactions from USPTO patents (1976-2016). Predict the product of the given reaction. (1) The product is: [O:11]1[C:15]2[CH:16]=[CH:17][C:18]([NH:20][C:21]3[C:26]([C:27]#[N:28])=[C:25]([O:10][CH2:3][C:4]4[CH:9]=[CH:8][CH:7]=[CH:6][CH:5]=4)[N:24]=[C:23]([S:30][CH3:31])[N:22]=3)=[CH:19][C:14]=2[CH2:13][O:12]1. Given the reactants [H-].[Na+].[CH2:3]([OH:10])[C:4]1[CH:9]=[CH:8][CH:7]=[CH:6][CH:5]=1.[O:11]1[C:15]2[CH:16]=[CH:17][C:18]([NH:20][C:21]3[C:26]([C:27]#[N:28])=[C:25](Cl)[N:24]=[C:23]([S:30][CH3:31])[N:22]=3)=[CH:19][C:14]=2[CH2:13][O:12]1, predict the reaction product. (2) Given the reactants [Cl:1][C:2]1[CH:7]=[C:6]([CH2:8][CH2:9][NH:10][C:11]2[N:16]=[C:15]([C:17]3[CH:22]=[CH:21][CH:20]=[C:19]([CH2:23][NH:24][CH:25]([CH3:27])[CH3:26])[CH:18]=3)[CH:14]=[CH:13][N:12]=2)[CH:5]=[CH:4][C:3]=1[OH:28].[Br:29][C:30]1[CH:31]=[N:32][CH:33]=[C:34]([CH:38]=1)[C:35](O)=[O:36], predict the reaction product. The product is: [Br:29][C:30]1[CH:31]=[N:32][CH:33]=[C:34]([CH:38]=1)[C:35]([N:24]([CH2:23][C:19]1[CH:20]=[CH:21][CH:22]=[C:17]([C:15]2[CH:14]=[CH:13][N:12]=[C:11]([NH:10][CH2:9][CH2:8][C:6]3[CH:5]=[CH:4][C:3]([OH:28])=[C:2]([Cl:1])[CH:7]=3)[N:16]=2)[CH:18]=1)[CH:25]([CH3:26])[CH3:27])=[O:36]. (3) Given the reactants Br[CH2:2][C:3]1[CH:8]=[CH:7][C:6]([C:9]2[CH:14]=[CH:13][CH:12]=[CH:11][C:10]=2[C:15]([O:17][C:18]([CH3:21])([CH3:20])[CH3:19])=[O:16])=[CH:5][CH:4]=1.[N-:22]=[N+:23]=[N-:24].[Na+], predict the reaction product. The product is: [N:22]([CH2:2][C:3]1[CH:8]=[CH:7][C:6]([C:9]2[CH:14]=[CH:13][CH:12]=[CH:11][C:10]=2[C:15]([O:17][C:18]([CH3:21])([CH3:20])[CH3:19])=[O:16])=[CH:5][CH:4]=1)=[N+:23]=[N-:24]. (4) Given the reactants FC(F)(F)C(O)=O.[CH3:8][S:9]([C:12]1[CH:33]=[CH:32][C:15]([O:16][C:17]2[N:22]=[CH:21][N:20]=[C:19]3[N:23]([CH:26]4[CH2:31][CH2:30][NH:29][CH2:28][CH2:27]4)[N:24]=[CH:25][C:18]=23)=[CH:14][CH:13]=1)(=[O:11])=[O:10].[CH:34]1([C:39](Cl)=[O:40])[CH2:38][CH2:37][CH2:36][CH2:35]1, predict the reaction product. The product is: [CH:34]1([C:39]([N:29]2[CH2:28][CH2:27][CH:26]([N:23]3[C:19]4=[N:20][CH:21]=[N:22][C:17]([O:16][C:15]5[CH:14]=[CH:13][C:12]([S:9]([CH3:8])(=[O:11])=[O:10])=[CH:33][CH:32]=5)=[C:18]4[CH:25]=[N:24]3)[CH2:31][CH2:30]2)=[O:40])[CH2:38][CH2:37][CH2:36][CH2:35]1. (5) Given the reactants [CH3:1][CH:2]([SH:4])[CH3:3].Br[CH2:6][C:7]1[CH:8]=[CH:9][C:10]([C:13]#[N:14])=[N:11][CH:12]=1.C(=O)([O-])[O-].[Cs+].[Cs+], predict the reaction product. The product is: [CH:2]([S:4][CH2:6][C:7]1[CH:8]=[CH:9][C:10]([C:13]#[N:14])=[N:11][CH:12]=1)([CH3:3])[CH3:1]. (6) Given the reactants [CH3:1][CH:2]([NH:9][C:10]1[C:15]([C:16]([NH:18][C@@H:19]2[CH2:24][CH2:23][C@H:22]([NH:25][C:26]([C:28]3[N:29]=[C:30]4[CH:35]=[CH:34][C:33]([F:36])=[CH:32][N:31]4[CH:37]=3)=[O:27])[CH2:21][CH2:20]2)=[O:17])=[CH:14][C:13]([F:38])=[CH:12][N:11]=1)[CH2:3][CH2:4][CH2:5][CH:6]([CH3:8])[CH3:7].[C:39](N1C=CN=C1)(N1C=CN=C1)=[O:40].[H-].[Na+], predict the reaction product. The product is: [CH3:1][CH:2]([N:9]1[C:10]2[N:11]=[CH:12][C:13]([F:38])=[CH:14][C:15]=2[C:16](=[O:17])[N:18]([C@@H:19]2[CH2:24][CH2:23][C@H:22]([NH:25][C:26]([C:28]3[N:29]=[C:30]4[CH:35]=[CH:34][C:33]([F:36])=[CH:32][N:31]4[CH:37]=3)=[O:27])[CH2:21][CH2:20]2)[C:39]1=[O:40])[CH2:3][CH2:4][CH2:5][CH:6]([CH3:7])[CH3:8]. (7) The product is: [Cl:1][C:2]1[CH:3]=[CH:4][C:5]([C:8]2[CH2:13][CH2:12][C:11]([CH3:14])([CH3:15])[CH2:10][C:9]=2[CH:16]=[O:17])=[CH:6][CH:7]=1. Given the reactants [Cl:1][C:2]1[CH:7]=[CH:6][C:5]([C:8]2(O)[CH2:13][CH2:12][C:11]([CH3:15])([CH3:14])[CH2:10][CH:9]2[CH:16](OCC)[O:17]CC)=[CH:4][CH:3]=1.Cl, predict the reaction product. (8) Given the reactants Br[C:2]1[CH:11]=[N:10][CH:9]=[C:8]2[C:3]=1[CH:4]=[C:5]([C:13]([NH2:15])=[O:14])[C:6]([CH3:12])=[N:7]2.[Cl:16][C:17]1[CH:22]=[CH:21][C:20](B(O)O)=[CH:19][CH:18]=1.C(=O)([O-])[O-].[Cs+].[Cs+], predict the reaction product. The product is: [Cl:16][C:17]1[CH:22]=[CH:21][C:20]([C:2]2[CH:11]=[N:10][CH:9]=[C:8]3[C:3]=2[CH:4]=[C:5]([C:13]([NH2:15])=[O:14])[C:6]([CH3:12])=[N:7]3)=[CH:19][CH:18]=1.